This data is from Reaction yield outcomes from USPTO patents with 853,638 reactions. The task is: Predict the reaction yield, written as a fraction of the theoretical maximum amount of product (1.0 means a 100% yield; for example, 0.34 means a 34% yield). (1) The reactants are [Li+].[CH3:2][CH:3]([N-:5][CH:6]([CH3:8])[CH3:7])[CH3:4].I[C:10]1[CH:16]=[CH:15][C:13]([NH2:14])=[CH:12][CH:11]=1.[C:17]([O-:20])([O-])=O.[K+].[K+]. The catalyst is C1C=CC(P(C2C=CC=CC=2)[C-]2C=CC=C2)=CC=1.C1C=CC(P(C2C=CC=CC=2)[C-]2C=CC=C2)=CC=1.Cl[Pd]Cl.[Fe+2].CN(C=O)C. The product is [NH2:14][C:13]1[CH:15]=[CH:16][C:10]([C:11]2[N:5]([CH:6]3[CH2:8][CH2:7]3)[C:3]3[C:4]([C:12]=2[C:13]#[N:14])=[CH:10][CH:16]=[C:15]([O:20][CH3:17])[CH:2]=3)=[CH:11][CH:12]=1. The yield is 0.750. (2) The reactants are [Br:1][C:2]1[CH:3]=[C:4]([C:8]2([C:18]3[CH:23]=[CH:22][C:21]([OH:24])=[CH:20][CH:19]=3)[C:12]3=[N:13][CH2:14][CH2:15][CH2:16][N:11]3[C:10](=[S:17])[NH:9]2)[CH:5]=[CH:6][CH:7]=1.C(N(CC)CC)C.[CH3:32][S:33](Cl)(=[O:35])=[O:34]. The catalyst is ClCCl. The product is [CH3:32][S:33]([O:24][C:21]1[CH:20]=[CH:19][C:18]([C:8]2([C:4]3[CH:5]=[CH:6][CH:7]=[C:2]([Br:1])[CH:3]=3)[C:12]3=[N:13][CH2:14][CH2:15][CH2:16][N:11]3[C:10](=[S:17])[NH:9]2)=[CH:23][CH:22]=1)(=[O:35])=[O:34]. The yield is 0.560. (3) The reactants are [OH:1][C@H:2]1[CH2:19][CH2:18][C@@:17]2([CH3:20])[C:4]([CH2:5][CH2:6][C@@H:7]3[C@@H:16]2[CH2:15][CH2:14][C@@:12]2([CH3:13])[C@H:8]3[CH2:9][CH2:10][C:11]2=[O:21])=[CH:3]1.C1C=C(Cl)C=C(C(OO)=[O:30])C=1.[O-]S([O-])=O.[Na+].[Na+].C([O-])(O)=O.[Na+]. The catalyst is C(Cl)Cl. The product is [OH:1][C@H:2]1[CH2:19][CH2:18][C@@:17]2([CH3:20])[C@:4]3([O:30][C@H:5]3[CH2:6][C@@H:7]3[C@@H:16]2[CH2:15][CH2:14][C@@:12]2([CH3:13])[C@H:8]3[CH2:9][CH2:10][C:11]2=[O:21])[CH2:3]1. The yield is 0.750. (4) The catalyst is CN(C)C=O.CN(C)C(=O)C. The yield is 0.750. The reactants are [NH2:1][C:2]1[CH:3]=[C:4]([S:8][C:9]2[CH:10]=[CH:11][C:12]3[N:13]([CH:15]=[C:16]([NH:18][C:19]([CH:21]4[CH2:23][CH2:22]4)=[O:20])[N:17]=3)[N:14]=2)[CH:5]=[CH:6][CH:7]=1.[F:24][C:25]([F:36])([F:35])[C:26]1[CH:27]=[C:28]([CH:32]=[CH:33][CH:34]=1)[C:29](O)=[O:30].C(Cl)(=O)C(Cl)=O.O1CCCC1. The product is [CH:21]1([C:19]([NH:18][C:16]2[N:17]=[C:12]3[CH:11]=[CH:10][C:9]([S:8][C:4]4[CH:3]=[C:2]([NH:1][C:29](=[O:30])[C:28]5[CH:32]=[CH:33][CH:34]=[C:26]([C:25]([F:24])([F:35])[F:36])[CH:27]=5)[CH:7]=[CH:6][CH:5]=4)=[N:14][N:13]3[CH:15]=2)=[O:20])[CH2:22][CH2:23]1. (5) The reactants are [H-].[Na+].[C:3](OCC)(=[O:5])[CH3:4].[CH:9]1([O:14][C:15]2[CH:16]=[C:17]([C:23](=[O:25])[CH3:24])[CH:18]=[CH:19][C:20]=2[O:21][CH3:22])[CH2:13][CH2:12][CH2:11][CH2:10]1.CCCCCC.C(OCC)(=O)C. The catalyst is O1CCCC1.C(O)C.C1OCCOC2C(=CC=CC=2)OCCOCCOC2C(=CC=CC=2)OC1. The product is [CH:9]1([O:14][C:15]2[CH:16]=[C:17]([C:23](=[O:25])[CH2:24][C:3](=[O:5])[CH3:4])[CH:18]=[CH:19][C:20]=2[O:21][CH3:22])[CH2:10][CH2:11][CH2:12][CH2:13]1. The yield is 0.860. (6) The reactants are C([O:5][C:6]([C:8]1([S:14]([C:17]2[CH:22]=[CH:21][C:20]([C:23]3[CH:28]=[CH:27][C:26]([O:29][CH2:30][CH2:31][O:32][CH2:33][CH3:34])=[CH:25][CH:24]=3)=[CH:19][CH:18]=2)(=[O:16])=[O:15])[CH2:13][CH2:12][O:11][CH2:10][CH2:9]1)=[O:7])(C)(C)C.C(O)(C(F)(F)F)=O. The catalyst is C(Cl)Cl. The product is [CH2:33]([O:32][CH2:31][CH2:30][O:29][C:26]1[CH:27]=[CH:28][C:23]([C:20]2[CH:21]=[CH:22][C:17]([S:14]([C:8]3([C:6]([OH:7])=[O:5])[CH2:13][CH2:12][O:11][CH2:10][CH2:9]3)(=[O:16])=[O:15])=[CH:18][CH:19]=2)=[CH:24][CH:25]=1)[CH3:34]. The yield is 0.780.